Dataset: Peptide-MHC class II binding affinity with 134,281 pairs from IEDB. Task: Regression. Given a peptide amino acid sequence and an MHC pseudo amino acid sequence, predict their binding affinity value. This is MHC class II binding data. (1) The peptide sequence is EKKYFAATWFEPLAA. The MHC is HLA-DQA10501-DQB10201 with pseudo-sequence HLA-DQA10501-DQB10201. The binding affinity (normalized) is 0.606. (2) The peptide sequence is GTKGEAKDVIPEGWK. The MHC is HLA-DPA10103-DPB10301 with pseudo-sequence HLA-DPA10103-DPB10301. The binding affinity (normalized) is 0. (3) The peptide sequence is AFKVAATGANAAPAN. The MHC is DRB1_0901 with pseudo-sequence DRB1_0901. The binding affinity (normalized) is 0.653.